This data is from NCI-60 drug combinations with 297,098 pairs across 59 cell lines. The task is: Regression. Given two drug SMILES strings and cell line genomic features, predict the synergy score measuring deviation from expected non-interaction effect. Drug 1: CS(=O)(=O)CCNCC1=CC=C(O1)C2=CC3=C(C=C2)N=CN=C3NC4=CC(=C(C=C4)OCC5=CC(=CC=C5)F)Cl. Drug 2: C1C(C(OC1N2C=NC3=C2NC=NCC3O)CO)O. Cell line: RXF 393. Synergy scores: CSS=4.33, Synergy_ZIP=-1.46, Synergy_Bliss=1.57, Synergy_Loewe=0.0757, Synergy_HSA=0.724.